Dataset: Peptide-MHC class I binding affinity with 185,985 pairs from IEDB/IMGT. Task: Regression. Given a peptide amino acid sequence and an MHC pseudo amino acid sequence, predict their binding affinity value. This is MHC class I binding data. (1) The peptide sequence is YIPFAEDAL. The MHC is HLA-B58:01 with pseudo-sequence HLA-B58:01. The binding affinity (normalized) is 0.0847. (2) The peptide sequence is NLADQLIHL. The MHC is HLA-A02:11 with pseudo-sequence HLA-A02:11. The binding affinity (normalized) is 1.00. (3) The binding affinity (normalized) is 0.437. The peptide sequence is EISSNDNAK. The MHC is HLA-A11:01 with pseudo-sequence HLA-A11:01. (4) The MHC is HLA-A02:01 with pseudo-sequence HLA-A02:01. The peptide sequence is LMWYELSKI. The binding affinity (normalized) is 0.602. (5) The peptide sequence is FLKEMGGL. The MHC is HLA-B08:01 with pseudo-sequence HLA-B08:01. The binding affinity (normalized) is 0.544.